From a dataset of Full USPTO retrosynthesis dataset with 1.9M reactions from patents (1976-2016). Predict the reactants needed to synthesize the given product. (1) Given the product [Br:1][C:2]1[CH:3]=[N:4][CH:5]=[C:6]2[C:11]=1[N:10]=[C:9]([C:12]([NH:60][CH2:59][C:56]1[CH:55]=[CH:54][C:53]([S:50]([CH3:49])(=[O:52])=[O:51])=[CH:58][CH:57]=1)=[O:14])[CH:8]=[CH:7]2, predict the reactants needed to synthesize it. The reactants are: [Br:1][C:2]1[CH:3]=[N:4][CH:5]=[C:6]2[C:11]=1[N:10]=[C:9]([C:12]([OH:14])=O)[CH:8]=[CH:7]2.C(N(CC)C(C)C)(C)C.F[P-](F)(F)(F)(F)F.N1(OC(N(C)C)=[N+](C)C)C2N=CC=CC=2N=N1.Cl.[CH3:49][S:50]([C:53]1[CH:58]=[CH:57][C:56]([CH2:59][NH2:60])=[CH:55][CH:54]=1)(=[O:52])=[O:51]. (2) Given the product [CH3:1][C:2]1[O:6][N:5]=[C:4]([C:7]2[CH:8]=[CH:9][CH:10]=[CH:11][CH:12]=2)[C:3]=1[CH2:13][O:14][C:15]1[N:20]=[N:19][C:18]([NH:21][C:27]([CH:22]2[CH2:26][CH2:25][CH2:24][CH2:23]2)=[O:28])=[CH:17][CH:16]=1, predict the reactants needed to synthesize it. The reactants are: [CH3:1][C:2]1[O:6][N:5]=[C:4]([C:7]2[CH:12]=[CH:11][CH:10]=[CH:9][CH:8]=2)[C:3]=1[CH2:13][O:14][C:15]1[N:20]=[N:19][C:18]([NH2:21])=[CH:17][CH:16]=1.[CH:22]1([C:27](Cl)=[O:28])[CH2:26][CH2:25][CH2:24][CH2:23]1. (3) Given the product [F:1][C:2]1[CH:10]=[C:9]2[C:5]([CH2:6][CH2:7][C:8]2=[N:20][OH:19])=[CH:4][C:3]=1[N:12]1[CH2:17][CH2:16][O:15][CH2:14][CH2:13]1, predict the reactants needed to synthesize it. The reactants are: [F:1][C:2]1[CH:10]=[C:9]2[C:5]([CH2:6][CH2:7][C:8]2=O)=[CH:4][C:3]=1[N:12]1[CH2:17][CH2:16][O:15][CH2:14][CH2:13]1.[Cl-].[OH:19][NH3+:20].C([O-])(=O)C.[Na+].O. (4) Given the product [C:7]12([CH3:6])[C:8]([CH3:12])([CH3:13])[CH:10]([CH2:9][CH2:11]1)[CH2:42][C:41]2=[O:40], predict the reactants needed to synthesize it. The reactants are: CN1[C:10]2[CH:9]3[CH2:11][CH:7]([C:8]3([CH3:13])[CH3:12])[CH2:6]C=2C(C=O)=N1.Br[C@H]1C(=O)N2[C@@H]1SC=C2C(OCC1C=CC([N+]([O-])=O)=CC=1)=O.CC[O:40][CH2:41][CH3:42].[Mg+2].[Br-].[Br-].C(N(CC)CC)C.[Al].C(OC(=O)C)(=O)C. (5) Given the product [CH3:1][O:2][C:3](=[O:42])[CH:4]([N:29]1[C:41]2[CH:40]=[CH:39][CH:38]=[CH:37][C:36]=2[C:35]2[C:30]1=[CH:31][CH:32]=[CH:33][CH:34]=2)[CH2:5][CH2:6][CH2:7][CH2:8][NH:9][C:10](=[O:28])[C:11]1[CH:12]=[CH:13][C:14]([NH2:17])=[CH:15][CH:16]=1, predict the reactants needed to synthesize it. The reactants are: [CH3:1][O:2][C:3](=[O:42])[C@@H:4]([N:29]1[C:41]2[CH:40]=[CH:39][CH:38]=[CH:37][C:36]=2[C:35]2[C:30]1=[CH:31][CH:32]=[CH:33][CH:34]=2)[CH2:5][CH2:6][CH2:7][CH2:8][NH:9][C:10](=[O:28])[C:11]1[CH:16]=[CH:15][C:14]([NH:17]C(OCC2C=CC=CC=2)=O)=[CH:13][CH:12]=1.C1COCC1. (6) Given the product [CH:1]1([NH:4][C:5]2[C:10]([CH:11]=[N:27][C:17]3[C:18]([F:26])=[C:19]([O:24][CH3:25])[CH:20]=[C:21]([O:22][CH3:23])[C:16]=3[F:15])=[CH:9][N:8]=[C:7]([S:13][CH3:14])[N:6]=2)[CH2:3][CH2:2]1, predict the reactants needed to synthesize it. The reactants are: [CH:1]1([NH:4][C:5]2[C:10]([CH:11]=O)=[CH:9][N:8]=[C:7]([S:13][CH3:14])[N:6]=2)[CH2:3][CH2:2]1.[F:15][C:16]1[C:21]([O:22][CH3:23])=[CH:20][C:19]([O:24][CH3:25])=[C:18]([F:26])[C:17]=1[NH2:27].C12(CS(O)(=O)=O)C(C)(C)C(CC1)CC2=O.